From a dataset of Ames mutagenicity test results for genotoxicity prediction. Regression/Classification. Given a drug SMILES string, predict its toxicity properties. Task type varies by dataset: regression for continuous values (e.g., LD50, hERG inhibition percentage) or binary classification for toxic/non-toxic outcomes (e.g., AMES mutagenicity, cardiotoxicity, hepatotoxicity). Dataset: ames. (1) The compound is Nc1cccc2c1C(=O)c1ccccc1C2=O. The result is 1 (mutagenic). (2) The compound is Nc1cc(C(F)(F)F)ccc1Cl. The result is 0 (non-mutagenic). (3) The molecule is CSc1ncnc2c1ncn2CC(O)CN=[N+]=[N-]. The result is 1 (mutagenic). (4) The compound is C[C@@H](O)CN(C[C@H](O)CO)N=O. The result is 1 (mutagenic). (5) The drug is Clc1ccc(C(Cl)(Cl)Cl)cc1Cl. The result is 1 (mutagenic).